This data is from Catalyst prediction with 721,799 reactions and 888 catalyst types from USPTO. The task is: Predict which catalyst facilitates the given reaction. (1) The catalyst class is: 16. Product: [CH:13]1([N:17]2[CH2:22][CH2:21][N:20]([C:2]3[CH:12]=[CH:11][C:5]([C:6]([O:8][CH2:9][CH3:10])=[O:7])=[CH:4][CH:3]=3)[CH2:19][CH2:18]2)[CH2:16][CH2:15][CH2:14]1. Reactant: F[C:2]1[CH:12]=[CH:11][C:5]([C:6]([O:8][CH2:9][CH3:10])=[O:7])=[CH:4][CH:3]=1.[CH:13]1([N:17]2[CH2:22][CH2:21][NH:20][CH2:19][CH2:18]2)[CH2:16][CH2:15][CH2:14]1.C(=O)([O-])[O-].[K+].[K+]. (2) Reactant: [NH:1]1[CH2:6][CH2:5][CH2:4][CH2:3][CH2:2]1.[CH2:7]=[C:8]1[O:11][C:10](=[O:12])[CH2:9]1. Product: [N:1]1([C:10](=[O:12])[CH2:9][C:8](=[O:11])[CH3:7])[CH2:6][CH2:5][CH2:4][CH2:3][CH2:2]1. The catalyst class is: 7. (3) Reactant: [NH2:1][C:2]1[N:7]=[C:6]([Cl:8])[C:5]([NH:9][CH:10]=O)=[C:4](Cl)[N:3]=1.COC1C=CC(P2(SP(C3C=CC(OC)=CC=3)(=S)S2)=[S:22])=CC=1. Product: [Cl:8][C:6]1[C:5]2[N:9]=[CH:10][S:22][C:4]=2[N:3]=[C:2]([NH2:1])[N:7]=1. The catalyst class is: 1. (4) Reactant: FC1C=CC(CC(=O)[CH2:10][NH:11][C:12]([C:14]2[N:15]=[C:16]3[CH:32]=[CH:31][C:30]([N:33]4[CH2:38][CH2:37][O:36][CH2:35][CH2:34]4)=[CH:29][N:17]3[C:18](=[O:28])[C:19]=2[O:20][CH2:21][C:22]2[CH:27]=[CH:26][CH:25]=[CH:24][CH:23]=2)=[O:13])=CC=1.CN1CC[O:44][CH2:43]C1.ClC(OCC)=O.CN(C)O. Product: [CH3:43][O:44][N:11]([CH3:10])[C:12]([C:14]1[N:15]=[C:16]2[CH:32]=[CH:31][C:30]([N:33]3[CH2:34][CH2:35][O:36][CH2:37][CH2:38]3)=[CH:29][N:17]2[C:18](=[O:28])[C:19]=1[O:20][CH2:21][C:22]1[CH:23]=[CH:24][CH:25]=[CH:26][CH:27]=1)=[O:13]. The catalyst class is: 76. (5) Reactant: F[C:2](F)(F)C(O)=O.[NH:8]1[CH2:11][CH:10]([O:12][C:13]2[CH:18]=[CH:17][C:16]([N:19]3[CH:24]=[CH:23][C:22]4[CH:25]=[C:26]([C:28]5[CH:33]=[CH:32][C:31]([Cl:34])=[CH:30][CH:29]=5)[S:27][C:21]=4[C:20]3=[O:35])=[CH:15][C:14]=2[O:36][CH3:37])[CH2:9]1.CO.C=O.C([BH3-])#N.[Na+]. Product: [Cl:34][C:31]1[CH:30]=[CH:29][C:28]([C:26]2[S:27][C:21]3[C:20](=[O:35])[N:19]([C:16]4[CH:17]=[CH:18][C:13]([O:12][CH:10]5[CH2:9][N:8]([CH3:2])[CH2:11]5)=[C:14]([O:36][CH3:37])[CH:15]=4)[CH:24]=[CH:23][C:22]=3[CH:25]=2)=[CH:33][CH:32]=1. The catalyst class is: 15.